Task: Predict the product of the given reaction.. Dataset: Forward reaction prediction with 1.9M reactions from USPTO patents (1976-2016) (1) The product is: [Br:28][C:29]1[N:30]=[C:31]([CH:53]([C:4]2[CH:5]=[C:6]([CH2:8][CH3:9])[CH:7]=[C:2]([Cl:1])[C:3]=2[F:10])[OH:54])[N:32]([C:34]([C:41]2[CH:42]=[CH:43][CH:44]=[CH:45][CH:46]=2)([C:47]2[CH:52]=[CH:51][CH:50]=[CH:49][CH:48]=2)[C:35]2[CH:36]=[CH:37][CH:38]=[CH:39][CH:40]=2)[CH:33]=1. Given the reactants [Cl:1][C:2]1[CH:7]=[C:6]([CH2:8][CH3:9])[CH:5]=[CH:4][C:3]=1[F:10].CN(CCN(CCN(C)C)C)C.[Li]CCCC.[Br:28][C:29]1[N:30]=[C:31]([CH:53]=[O:54])[N:32]([C:34]([C:47]2[CH:52]=[CH:51][CH:50]=[CH:49][CH:48]=2)([C:41]2[CH:46]=[CH:45][CH:44]=[CH:43][CH:42]=2)[C:35]2[CH:40]=[CH:39][CH:38]=[CH:37][CH:36]=2)[CH:33]=1, predict the reaction product. (2) Given the reactants [C:1]([O:5][C:6](=[O:35])[NH:7][C:8]1([C:12]2[CH:17]=[CH:16][C:15]([C:18]3[C:27](=S)[C:26]4[C:21](=[CH:22][CH:23]=[CH:24][CH:25]=4)[O:20][C:19]=3[C:29]3[CH:34]=[CH:33][CH:32]=[CH:31][CH:30]=3)=[CH:14][CH:13]=2)[CH2:11][CH2:10][CH2:9]1)([CH3:4])([CH3:3])[CH3:2].Cl.[NH2:37][OH:38].C([O-])(=O)C.[Na+], predict the reaction product. The product is: [C:1]([O:5][C:6](=[O:35])[NH:7][C:8]1([C:12]2[CH:17]=[CH:16][C:15]([C:18]3[C:27](=[N:37][OH:38])[C:26]4[C:21](=[CH:22][CH:23]=[CH:24][CH:25]=4)[O:20][C:19]=3[C:29]3[CH:34]=[CH:33][CH:32]=[CH:31][CH:30]=3)=[CH:14][CH:13]=2)[CH2:11][CH2:10][CH2:9]1)([CH3:4])([CH3:3])[CH3:2]. (3) Given the reactants [NH2:1][C:2]1[C:7]([OH:8])=[CH:6][C:5]([Cl:9])=[CH:4][C:3]=1[C:10](=[O:15])[C:11]([F:14])([F:13])[F:12].N1C=CN=C1.FC(F)(F)S(O[Si:27]([C:30]([CH3:33])([CH3:32])[CH3:31])([CH3:29])[CH3:28])(=O)=O, predict the reaction product. The product is: [NH2:1][C:2]1[C:7]([O:8][Si:27]([C:30]([CH3:33])([CH3:32])[CH3:31])([CH3:29])[CH3:28])=[CH:6][C:5]([Cl:9])=[CH:4][C:3]=1[C:10](=[O:15])[C:11]([F:14])([F:12])[F:13]. (4) Given the reactants Cl[C:2]1[N:3]=[CH:4][C:5]([C:8]([O:10]C)=[O:9])=[N:6][CH:7]=1.[CH2:12]([OH:15])[CH:13]=[CH2:14].[OH-].[K+:17], predict the reaction product. The product is: [K+:17].[CH2:12]([O:15][C:2]1[N:3]=[CH:4][C:5]([C:8]([O-:10])=[O:9])=[N:6][CH:7]=1)[CH:13]=[CH2:14].